This data is from Reaction yield outcomes from USPTO patents with 853,638 reactions. The task is: Predict the reaction yield, written as a fraction of the theoretical maximum amount of product (1.0 means a 100% yield; for example, 0.34 means a 34% yield). (1) The reactants are [CH3:1][S:2][CH2:3][CH2:4][C:5](Cl)=[O:6].Cl.[CH3:9][O:10][C:11](=[O:21])[C@H:12]([CH2:14][C:15]1[CH:20]=[CH:19][CH:18]=[CH:17][CH:16]=1)[NH2:13].C(N(CC)CC)C. The catalyst is ClCCl. The product is [CH3:9][O:10][C:11](=[O:21])[CH:12]([NH:13][C:5](=[O:6])[CH2:4][CH2:3][S:2][CH3:1])[CH2:14][C:15]1[CH:20]=[CH:19][CH:18]=[CH:17][CH:16]=1. The yield is 0.920. (2) The reactants are [Cl-].O[NH3+:3].[C:4](=[O:7])([O-])[OH:5].[Na+].CS(C)=O.[F:13][C:14]1[CH:15]=[C:16]([C:44]2[C:45]([C:50]#[N:51])=[CH:46][CH:47]=[CH:48][CH:49]=2)[CH:17]=[CH:18][C:19]=1[CH2:20][C:21]1[C:26](=[O:27])[N:25]([C:28]2[CH:33]=[CH:32][C:31]([O:34][C:35]([CH3:39])([CH3:38])[CH2:36][OH:37])=[CH:30][CH:29]=2)[C:24]([CH3:40])=[N:23][C:22]=1[CH2:41][CH2:42][CH3:43]. The product is [F:13][C:14]1[CH:15]=[C:16]([C:44]2[CH:49]=[CH:48][CH:47]=[CH:46][C:45]=2[C:50]2[NH:3][C:4](=[O:7])[O:5][N:51]=2)[CH:17]=[CH:18][C:19]=1[CH2:20][C:21]1[C:26](=[O:27])[N:25]([C:28]2[CH:33]=[CH:32][C:31]([O:34][C:35]([CH3:38])([CH3:39])[CH2:36][OH:37])=[CH:30][CH:29]=2)[C:24]([CH3:40])=[N:23][C:22]=1[CH2:41][CH2:42][CH3:43]. The yield is 0.610. The catalyst is O.C(OCC)(=O)C. (3) The catalyst is O.[N+](CCCC)(CCCC)(CCCC)CCCC.[Br-]. The yield is 0.390. The product is [CH3:1][O:2][C:3]([C:5]1([C:8]2[CH:13]=[CH:12][C:11]([O:14][CH3:15])=[C:10]([CH2:16][OH:19])[CH:9]=2)[CH2:7][CH2:6]1)=[O:4]. The reactants are [CH3:1][O:2][C:3]([C:5]1([C:8]2[CH:13]=[CH:12][C:11]([O:14][CH3:15])=[C:10]([CH2:16]Cl)[CH:9]=2)[CH2:7][CH2:6]1)=[O:4].C([O-])([O-])=[O:19].[Na+].[Na+].Cl. (4) The reactants are [Br:1][C:2]1[C:3]([S:11][C:12]([CH3:15])([CH3:14])[CH3:13])=[C:4]([CH:7]=[CH:8][C:9]=1[I:10])[CH:5]=O.Cl.[NH2:17][OH:18]. The catalyst is C(O)C.O. The product is [Br:1][C:2]1[C:3]([S:11][C:12]([CH3:15])([CH3:14])[CH3:13])=[C:4]([CH:7]=[CH:8][C:9]=1[I:10])[CH:5]=[N:17][OH:18]. The yield is 0.700. (5) The reactants are [F:1][C:2]1[CH:3]=[C:4]([CH:42]=[CH:43][CH:44]=1)[CH2:5][N:6]1[CH:10]=[C:9]([C:11]2[C:19]3[C:14](=[N:15][CH:16]=[C:17]([C:20]4[CH:21]=[N:22][C:23]([N:26]5[CH2:31][CH2:30][NH:29][CH2:28][CH2:27]5)=[CH:24][CH:25]=4)[CH:18]=3)[N:13]([S:32]([C:35]3[CH:41]=[CH:40][C:38]([CH3:39])=[CH:37][CH:36]=3)(=[O:34])=[O:33])[CH:12]=2)[CH:8]=[N:7]1.FC1C=C(C=CC=1)CN1C=C(C2C3C(=NC=C(C4C=NC(N5CCN(C)CC5)=CC=4)C=3)NC=2)C=N1.Br[CH2:81][CH2:82][OH:83].C(=O)([O-])[O-].[K+].[K+]. The catalyst is CN(C=O)C. The product is [F:1][C:2]1[CH:3]=[C:4]([CH:42]=[CH:43][CH:44]=1)[CH2:5][N:6]1[CH:10]=[C:9]([C:11]2[C:19]3[C:14](=[N:15][CH:16]=[C:17]([C:20]4[CH:25]=[CH:24][C:23]([N:26]5[CH2:31][CH2:30][N:29]([CH2:81][CH2:82][OH:83])[CH2:28][CH2:27]5)=[N:22][CH:21]=4)[CH:18]=3)[N:13]([S:32]([C:35]3[CH:41]=[CH:40][C:38]([CH3:39])=[CH:37][CH:36]=3)(=[O:34])=[O:33])[CH:12]=2)[CH:8]=[N:7]1. The yield is 0.527. (6) The reactants are [Cl:1][C:2]1[CH:7]=[CH:6][C:5]([O:8][C:9]2[CH:14]=[CH:13][C:12]([CH2:15][S:16][C:17]3[NH:18][CH:19]=[C:20]([CH2:24][C:25]4[CH:26]=[N:27][C:28]([O:31][CH3:32])=[N:29][CH:30]=4)[C:21](=[O:23])[N:22]=3)=[CH:11][CH:10]=2)=[CH:4][C:3]=1[C:33]([F:36])([F:35])[F:34].[CH3:37]CN(C(C)C)C(C)C.CI. The catalyst is C(Cl)Cl. The product is [Cl:1][C:2]1[CH:7]=[CH:6][C:5]([O:8][C:9]2[CH:10]=[CH:11][C:12]([CH2:15][S:16][C:17]3[N:18]([CH3:37])[CH:19]=[C:20]([CH2:24][C:25]4[CH:30]=[N:29][C:28]([O:31][CH3:32])=[N:27][CH:26]=4)[C:21](=[O:23])[N:22]=3)=[CH:13][CH:14]=2)=[CH:4][C:3]=1[C:33]([F:35])([F:36])[F:34]. The yield is 0.325. (7) The reactants are [NH:1]1[CH:5]=[CH:4][N:3]=[N:2]1.[I-].[Na+].[OH-].[Na+].Cl[CH2:11][CH2:12][C:13]1[CH:18]=[CH:17][CH:16]=[CH:15][CH:14]=1. The catalyst is C(O)(CC)(C)C.C1(C)C=CC=CC=1. The product is [C:13]1([CH2:12][CH2:11][N:1]2[CH:5]=[CH:4][N:3]=[N:2]2)[CH:18]=[CH:17][CH:16]=[CH:15][CH:14]=1. The yield is 0.730. (8) The reactants are [C:1]([C:5]1[CH:10]=[CH:9][C:8]([NH:11][C:12]2[C:13]3[CH2:24][CH2:23][N:22](CC4C=CC=CC=4)[CH2:21][C:14]=3[N:15]=[C:16]([CH2:18][O:19][CH3:20])[N:17]=2)=[CH:7][CH:6]=1)([CH3:4])([CH3:3])[CH3:2].C([O-])=O.[NH4+]. The catalyst is [Pd].CO. The product is [C:1]([C:5]1[CH:6]=[CH:7][C:8]([NH:11][C:12]2[C:13]3[CH2:24][CH2:23][NH:22][CH2:21][C:14]=3[N:15]=[C:16]([CH2:18][O:19][CH3:20])[N:17]=2)=[CH:9][CH:10]=1)([CH3:4])([CH3:2])[CH3:3]. The yield is 0.940. (9) The reactants are [C:1](OC(=O)C)(=[O:3])[CH3:2].[I:8][C:9]1[C:14]2[O:15][CH2:16][O:17][C:13]=2[C:12]([NH2:18])=[CH:11][CH:10]=1.O. The catalyst is C(O)(=O)C. The product is [I:8][C:9]1[C:14]2[O:15][CH2:16][O:17][C:13]=2[C:12]([NH:18][C:1](=[O:3])[CH3:2])=[CH:11][CH:10]=1. The yield is 0.926. (10) The reactants are OS(O)(=O)=O.[N+:6]([O-:9])(O)=[O:7].[F:10][C:11]1[C:19]([F:20])=[C:18]([F:21])[CH:17]=[CH:16][C:12]=1[C:13]([OH:15])=[O:14]. No catalyst specified. The product is [F:10][C:11]1[C:19]([F:20])=[C:18]([F:21])[C:17]([N+:6]([O-:9])=[O:7])=[CH:16][C:12]=1[C:13]([OH:15])=[O:14]. The yield is 0.920.